Dataset: Full USPTO retrosynthesis dataset with 1.9M reactions from patents (1976-2016). Task: Predict the reactants needed to synthesize the given product. (1) Given the product [CH2:1]([O:8][C:9]1[CH:14]=[CH:13][C:12]([N:15]([CH2:60][CH2:61][CH2:62][CH3:63])[C:16]([C:18]2[CH:22]=[C:21]([C:23]3[CH:24]=[C:25]4[C:30](=[CH:31][C:32]=3[C:33]([N:35]3[C@H:44]([CH2:45][N:46]5[CH2:47][CH2:48][O:49][CH2:50][CH2:51]5)[CH2:43][C:42]5[C:37](=[CH:38][CH:39]=[CH:40][CH:41]=5)[CH2:36]3)=[O:34])[CH2:29][NH:28][CH2:27][CH2:26]4)[N:20]([CH3:58])[C:19]=2[CH3:59])=[O:17])=[CH:11][CH:10]=1)[C:2]1[CH:3]=[CH:4][CH:5]=[CH:6][CH:7]=1, predict the reactants needed to synthesize it. The reactants are: [CH2:1]([O:8][C:9]1[CH:14]=[CH:13][C:12]([N:15]([CH2:60][CH2:61][CH2:62][CH3:63])[C:16]([C:18]2[CH:22]=[C:21]([C:23]3[CH:24]=[C:25]4[C:30](=[CH:31][C:32]=3[C:33]([N:35]3[C@H:44]([CH2:45][N:46]5[CH2:51][CH2:50][O:49][CH2:48][CH2:47]5)[CH2:43][C:42]5[C:37](=[CH:38][CH:39]=[CH:40][CH:41]=5)[CH2:36]3)=[O:34])[CH2:29][N:28](C(=O)C(F)(F)F)[CH2:27][CH2:26]4)[N:20]([CH3:58])[C:19]=2[CH3:59])=[O:17])=[CH:11][CH:10]=1)[C:2]1[CH:7]=[CH:6][CH:5]=[CH:4][CH:3]=1.C(=O)([O-])[O-].[K+].[K+]. (2) Given the product [Cl:1][C:2]1[CH:7]=[CH:6][C:5]([S:8]([NH:11][C@@H:12]([C:20]2[C:24]([CH2:25][CH3:26])=[C:23]([CH3:27])[O:22][N:21]=2)[CH2:13][C:14]2[CH:19]=[CH:18][CH:17]=[CH:16][CH:15]=2)(=[O:9])=[O:10])=[CH:4][CH:3]=1, predict the reactants needed to synthesize it. The reactants are: [Cl:1][C:2]1[CH:7]=[CH:6][C:5]([S:8]([NH:11][C@@H:12]([C:20]2[C:24]([C:25]#[CH:26])=[C:23]([CH3:27])[O:22][N:21]=2)[CH2:13][C:14]2[CH:19]=[CH:18][CH:17]=[CH:16][CH:15]=2)(=[O:10])=[O:9])=[CH:4][CH:3]=1. (3) Given the product [CH2:1]([NH:8][C:9]([N:23]1[CH2:24][CH2:25][C:20]2[C:19](=[O:26])[O:18][C:17]([CH2:27][C:28]([CH3:30])([CH3:29])[CH3:31])([C:11]3[CH:16]=[CH:15][CH:14]=[CH:13][CH:12]=3)[C:21]=2[CH2:22]1)=[O:10])[C:2]1[CH:7]=[CH:6][CH:5]=[CH:4][CH:3]=1, predict the reactants needed to synthesize it. The reactants are: [CH2:1]([N:8]=[C:9]=[O:10])[C:2]1[CH:7]=[CH:6][CH:5]=[CH:4][CH:3]=1.[C:11]1([C:17]2([CH2:27][C:28]([CH3:31])([CH3:30])[CH3:29])[C:21]3[CH2:22][NH:23][CH2:24][CH2:25][C:20]=3[C:19](=[O:26])[O:18]2)[CH:16]=[CH:15][CH:14]=[CH:13][CH:12]=1. (4) Given the product [C:28]([N:32]1[CH2:37][CH2:36][CH:35]([O:38][C:2]2[CH:11]=[C:10]3[C:5]([CH:6]=[CH:7][C:8](=[O:20])[N:9]3[C:12]3[C:17]([Cl:18])=[CH:16][CH:15]=[CH:14][C:13]=3[Cl:19])=[C:4]([C:21]3[CH:26]=[CH:25][CH:24]=[CH:23][C:22]=3[Cl:27])[N:3]=2)[CH2:34][CH2:33]1)([CH3:31])([CH3:29])[CH3:30], predict the reactants needed to synthesize it. The reactants are: Br[C:2]1[CH:11]=[C:10]2[C:5]([CH:6]=[CH:7][C:8](=[O:20])[N:9]2[C:12]2[C:17]([Cl:18])=[CH:16][CH:15]=[CH:14][C:13]=2[Cl:19])=[C:4]([C:21]2[CH:26]=[CH:25][CH:24]=[CH:23][C:22]=2[Cl:27])[N:3]=1.[C:28]([N:32]1[CH2:37][CH2:36][CH:35]([OH:38])[CH2:34][CH2:33]1)([CH3:31])([CH3:30])[CH3:29].[H-].[Na+]. (5) Given the product [F:20][C:21]([F:30])([F:31])[O:22][C:23]1[CH:28]=[CH:27][C:26]([N:1]2[CH2:6][CH2:5][CH:4]([N:7]3[CH2:8][CH2:9][N:10]([C:13]([O:15][C:16]([CH3:19])([CH3:18])[CH3:17])=[O:14])[CH2:11][CH2:12]3)[CH2:3][CH2:2]2)=[CH:25][CH:24]=1, predict the reactants needed to synthesize it. The reactants are: [NH:1]1[CH2:6][CH2:5][CH:4]([N:7]2[CH2:12][CH2:11][N:10]([C:13]([O:15][C:16]([CH3:19])([CH3:18])[CH3:17])=[O:14])[CH2:9][CH2:8]2)[CH2:3][CH2:2]1.[F:20][C:21]([F:31])([F:30])[O:22][C:23]1[CH:28]=[CH:27][C:26](Br)=[CH:25][CH:24]=1.CC(C)([O-])C.[Na+].C(OCC)(=O)C. (6) Given the product [Cl:32][C:9]1[CH:10]=[C:11]2[C:16](=[CH:17][C:8]=1[CH:33]1[CH2:35][CH2:34]1)[NH:15][C:14](=[O:18])[C:13]([C@@H:19]([NH:21][C:22]1[N:27]=[C:26]([O:28][CH3:29])[C:25]([C:30]#[N:31])=[CH:24][N:23]=1)[CH3:20])=[CH:12]2, predict the reactants needed to synthesize it. The reactants are: C([O-])([O-])=O.[K+].[K+].Br[C:8]1[CH:17]=[C:16]2[C:11]([CH:12]=[C:13]([C@@H:19]([NH:21][C:22]3[N:27]=[C:26]([O:28][CH3:29])[C:25]([C:30]#[N:31])=[CH:24][N:23]=3)[CH3:20])[C:14](=[O:18])[NH:15]2)=[CH:10][C:9]=1[Cl:32].[CH:33]1(B(O)O)[CH2:35][CH2:34]1.